This data is from Forward reaction prediction with 1.9M reactions from USPTO patents (1976-2016). The task is: Predict the product of the given reaction. (1) The product is: [C:1]12([NH:11][CH2:21][C:13]3[O:12][C:16]4[CH:17]=[CH:18][CH:19]=[CH:20][C:15]=4[CH:14]=3)[CH2:8][CH:7]3[CH2:6][CH:5]([CH2:4][CH:3]([CH2:9]3)[CH2:2]1)[CH2:10]2. Given the reactants [C:1]12([NH2:11])[CH2:10][CH:5]3[CH2:6][CH:7]([CH2:9][CH:3]([CH2:4]3)[CH2:2]1)[CH2:8]2.[O:12]1[C:16]2[CH:17]=[CH:18][CH:19]=[CH:20][C:15]=2[CH:14]=[C:13]1[CH:21]=O, predict the reaction product. (2) Given the reactants [Cl:1][C:2]1[C:7]([CH2:8][N:9]2[CH2:14][CH2:13][O:12][CH2:11][CH2:10]2)=[CH:6][C:5]([C:15]#[N:16])=[CH:4][C:3]=1[NH:17]C(=O)OC(C)(C)C, predict the reaction product. The product is: [NH2:17][C:3]1[CH:4]=[C:5]([CH:6]=[C:7]([CH2:8][N:9]2[CH2:10][CH2:11][O:12][CH2:13][CH2:14]2)[C:2]=1[Cl:1])[C:15]#[N:16]. (3) Given the reactants [CH3:1][C:2]1[CH:7]=[CH:6][CH:5]=[C:4]([CH3:8])[C:3]=1[NH:9][C:10](=[O:18])[CH2:11][N:12]1[CH2:17][CH2:16][NH:15][CH2:14][CH2:13]1.[CH3:19][O:20][C:21]1[CH:31]=[CH:30][CH:29]=[CH:28][C:22]=1[O:23][CH2:24][CH:25]1[O:27][CH2:26]1.CO, predict the reaction product. The product is: [CH3:1][C:2]1[C:3]([NH:9][C:10]([CH2:11][N:12]2[CH2:13][CH2:14][N:15]([CH2:26][CH:25]([OH:27])[CH2:24][O:23][C:22]3[CH:28]=[CH:29][CH:30]=[CH:31][C:21]=3[O:20][CH3:19])[CH2:16][CH2:17]2)=[O:18])=[C:4]([CH3:8])[CH:5]=[CH:6][CH:7]=1. (4) Given the reactants Br[C:2]1[N:7]2[N:8]=[C:9]([NH2:11])[N:10]=[C:6]2[CH:5]=[CH:4][CH:3]=1.[CH2:12]([N:19]1[CH:23]=[C:22](B(O)O)[CH:21]=[N:20]1)[C:13]1[CH:18]=[CH:17][CH:16]=[CH:15][CH:14]=1.P([O-])([O-])([O-])=O.[K+].[K+].[K+].CC(N(C)C)=O, predict the reaction product. The product is: [CH2:12]([N:19]1[CH:23]=[C:22]([C:2]2[N:7]3[N:8]=[C:9]([NH2:11])[N:10]=[C:6]3[CH:5]=[CH:4][CH:3]=2)[CH:21]=[N:20]1)[C:13]1[CH:18]=[CH:17][CH:16]=[CH:15][CH:14]=1. (5) Given the reactants [CH3:1][O:2][C:3]1[CH:9]=[CH:8][C:6]([NH2:7])=[C:5]([N+:10]([O-])=O)[CH:4]=1.Cl.[N:14]([O-])=O.[Na+].[OH-].[Na+].[OH:20][C:21]1[C:26](CO)=[CH:25][C:24]([O:29][CH3:30])=[CH:23][C:22]=1[CH2:31][OH:32].C1(O)C=CC=CC=1, predict the reaction product. The product is: [OH:32][CH2:31][C:22]1[CH:23]=[C:24]([O:29][CH3:30])[CH:25]=[C:26]([N:14]2[N:7]=[C:6]3[CH:8]=[CH:9][C:3]([O:2][CH3:1])=[CH:4][C:5]3=[N:10]2)[C:21]=1[OH:20].